Dataset: Full USPTO retrosynthesis dataset with 1.9M reactions from patents (1976-2016). Task: Predict the reactants needed to synthesize the given product. (1) The reactants are: [C:1]1([S:7]([N:10]2[C:14]3=[N:15][CH:16]=[C:17]([C:19]4[CH:24]=[CH:23][C:22]([N:25]([CH3:27])[CH3:26])=[CH:21][CH:20]=4)[CH:18]=[C:13]3[C:12](I)=[CH:11]2)(=[O:9])=[O:8])[CH:6]=[CH:5][CH:4]=[CH:3][CH:2]=1.[O:29]1[CH:33]=[CH:32][C:31](B(O)O)=[CH:30]1.C([O-])([O-])=O.[Na+].[Na+].[Li+].[Cl-]. Given the product [C:1]1([S:7]([N:10]2[C:14]3=[N:15][CH:16]=[C:17]([C:19]4[CH:24]=[CH:23][C:22]([N:25]([CH3:27])[CH3:26])=[CH:21][CH:20]=4)[CH:18]=[C:13]3[C:12]([C:31]3[CH:32]=[CH:33][O:29][CH:30]=3)=[CH:11]2)(=[O:9])=[O:8])[CH:6]=[CH:5][CH:4]=[CH:3][CH:2]=1, predict the reactants needed to synthesize it. (2) Given the product [Br:1][C:2]1[CH:3]=[C:4]([N+:15]([O-:17])=[O:16])[CH:5]=[C:6]2[C:11]=1[N:10]=[CH:9][C:8]([C:12]#[N:13])=[C:7]2[NH:23][CH:18]1[CH2:22][CH2:21][CH2:20][CH2:19]1, predict the reactants needed to synthesize it. The reactants are: [Br:1][C:2]1[CH:3]=[C:4]([N+:15]([O-:17])=[O:16])[CH:5]=[C:6]2[C:11]=1[N:10]=[CH:9][C:8]([C:12]#[N:13])=[C:7]2Cl.[CH:18]1([NH2:23])[CH2:22][CH2:21][CH2:20][CH2:19]1. (3) Given the product [Br:1][C:2]1[CH:3]=[CH:4][C:5]2[NH:10][C:9](=[O:20])[O:8][C:7]([CH2:25][NH:26][C:27](=[O:35])[C:28]3[CH:33]=[CH:32][C:31]([F:34])=[CH:30][CH:29]=3)([C:21]([F:24])([F:23])[F:22])[C:6]=2[CH:36]=1, predict the reactants needed to synthesize it. The reactants are: [Br:1][C:2]1[CH:3]=[CH:4][C:5]2[N:10](CC3C=CC(OC)=CC=3)[C:9](=[O:20])[O:8][C:7]([CH2:25][NH:26][C:27](=[O:35])[C:28]3[CH:33]=[CH:32][C:31]([F:34])=[CH:30][CH:29]=3)([C:21]([F:24])([F:23])[F:22])[C:6]=2[CH:36]=1.[N+]([O-])([O-])=O.[NH4+].[Ce].S(S([O-])=O)([O-])(=O)=O.[Na+].[Na+]. (4) Given the product [C:1]([O:5][C:6](=[O:19])[NH:7][CH2:8][C:9]([N:11]1[CH2:15][CH2:14][CH2:13][CH:12]1[C:16]#[N:17])=[O:10])([CH3:4])([CH3:2])[CH3:3], predict the reactants needed to synthesize it. The reactants are: [C:1]([O:5][C:6](=[O:19])[NH:7][CH2:8][C:9]([N:11]1[CH2:15][CH2:14][CH2:13][CH:12]1[C:16](=O)[NH2:17])=[O:10])([CH3:4])([CH3:3])[CH3:2].N1C=CN=C1.P(Cl)(Cl)(Cl)=O. (5) The reactants are: C(OC([N:8]([C:22]1[N:23]=[C:24]2[CH:29]=[CH:28][CH:27]=[CH:26][N:25]2[C:30]=1[CH3:31])[S:9]([C:12]1[CH:21]=[CH:20][C:15]([C:16]([O:18][CH3:19])=[O:17])=[CH:14][CH:13]=1)(=[O:11])=[O:10])=O)(C)(C)C.Cl. Given the product [CH3:31][C:30]1[N:25]2[CH:26]=[CH:27][CH:28]=[CH:29][C:24]2=[N:23][C:22]=1[NH:8][S:9]([C:12]1[CH:21]=[CH:20][C:15]([C:16]([O:18][CH3:19])=[O:17])=[CH:14][CH:13]=1)(=[O:11])=[O:10], predict the reactants needed to synthesize it. (6) Given the product [O:1]=[C:2]1[CH2:6][CH2:5][N:4]([S:7]([C:10]2[CH:17]=[CH:16][C:13]([C:14]#[N:15])=[CH:12][CH:11]=2)(=[O:9])=[O:8])[CH2:3]1, predict the reactants needed to synthesize it. The reactants are: [OH:1][CH:2]1[CH2:6][CH2:5][N:4]([S:7]([C:10]2[CH:17]=[CH:16][C:13]([C:14]#[N:15])=[CH:12][CH:11]=2)(=[O:9])=[O:8])[CH2:3]1.C(=O)([O-])O.[Na+].Cl[O-].[Na+]. (7) Given the product [F:59][C:60]1[CH:61]=[C:62]([CH:66]=[CH:67][C:68]=1[C:69]([F:70])([F:71])[F:72])[C:63]([NH:34][C:35]1[CH:36]=[CH:37][C:38]([C:41]2[CH:49]=[C:48]3[C:44]([CH2:45][N:46]([C@@H:51]([CH:56]([CH3:58])[CH3:57])[C:52]([O:54][CH3:55])=[O:53])[C:47]3=[O:50])=[CH:43][CH:42]=2)=[CH:39][CH:40]=1)=[O:64], predict the reactants needed to synthesize it. The reactants are: C(NC1C=CC(C2C=C3C(CN([C@@H](C(C)C)C(OC)=O)C3=O)=CC=2)=CC=1)(=O)C1C=CC=CC=1.[NH2:34][C:35]1[CH:40]=[CH:39][C:38]([C:41]2[CH:49]=[C:48]3[C:44]([CH2:45][N:46]([C@@H:51]([CH:56]([CH3:58])[CH3:57])[C:52]([O:54][CH3:55])=[O:53])[C:47]3=[O:50])=[CH:43][CH:42]=2)=[CH:37][CH:36]=1.[F:59][C:60]1[CH:61]=[C:62]([CH:66]=[CH:67][C:68]=1[C:69]([F:72])([F:71])[F:70])[C:63](Cl)=[O:64]. (8) Given the product [CH3:1][NH:2][C:3]([C:5]1[CH:10]=[C:9]([O:11][C:12]2[CH:13]=[CH:14][C:15]([CH2:18][CH2:19][C:20](=[O:22])[NH:28][C:27]3[CH:29]=[CH:30][CH:31]=[C:25]([C:24]([F:23])([F:32])[F:33])[CH:26]=3)=[CH:16][CH:17]=2)[CH:8]=[CH:7][N:6]=1)=[O:4], predict the reactants needed to synthesize it. The reactants are: [CH3:1][NH:2][C:3]([C:5]1[CH:10]=[C:9]([O:11][C:12]2[CH:17]=[CH:16][C:15]([CH2:18][CH2:19][C:20]([OH:22])=O)=[CH:14][CH:13]=2)[CH:8]=[CH:7][N:6]=1)=[O:4].[F:23][C:24]([F:33])([F:32])[C:25]1[CH:26]=[C:27]([CH:29]=[CH:30][CH:31]=1)[NH2:28].CN(C(ON1N=NC2C=CC=NC1=2)=[N+](C)C)C.F[P-](F)(F)(F)(F)F.CCN(C(C)C)C(C)C. (9) Given the product [CH3:2][O:3][C:4](=[O:7])[CH2:5][NH:6][S:21]([CH2:14][C:15]1[CH:20]=[CH:19][CH:18]=[CH:17][CH:16]=1)(=[O:23])=[O:22], predict the reactants needed to synthesize it. The reactants are: Cl.[CH3:2][O:3][C:4](=[O:7])[CH2:5][NH2:6].N1C=CC=CC=1.[CH2:14]([S:21](Cl)(=[O:23])=[O:22])[C:15]1[CH:20]=[CH:19][CH:18]=[CH:17][CH:16]=1. (10) Given the product [CH3:35][O:36][C:37](=[O:47])[C:38]1[CH:43]=[CH:42][C:41]([C:44]([N:8]2[C:9]3[C:14](=[CH:13][C:12]([C:16]#[N:17])=[CH:11][CH:10]=3)[CH:15]=[C:7]2[C:3]2[CH:2]=[N:1][CH:6]=[CH:5][CH:4]=2)=[O:45])=[CH:40][CH:39]=1, predict the reactants needed to synthesize it. The reactants are: [N:1]1[CH:6]=[CH:5][CH:4]=[C:3]([C:7]2[NH:8][C:9]3[C:14]([CH:15]=2)=[CH:13][C:12]([C:16]#[N:17])=[CH:11][CH:10]=3)[CH:2]=1.C[Si]([N-][Si](C)(C)C)(C)C.[K+].C1(C)C=CC=CC=1.[CH3:35][O:36][C:37](=[O:47])[C:38]1[CH:43]=[CH:42][C:41]([C:44](Cl)=[O:45])=[CH:40][CH:39]=1.